Task: Regression. Given two drug SMILES strings and cell line genomic features, predict the synergy score measuring deviation from expected non-interaction effect.. Dataset: NCI-60 drug combinations with 297,098 pairs across 59 cell lines (1) Drug 1: CC1C(C(=O)NC(C(=O)N2CCCC2C(=O)N(CC(=O)N(C(C(=O)O1)C(C)C)C)C)C(C)C)NC(=O)C3=C4C(=C(C=C3)C)OC5=C(C(=O)C(=C(C5=N4)C(=O)NC6C(OC(=O)C(N(C(=O)CN(C(=O)C7CCCN7C(=O)C(NC6=O)C(C)C)C)C)C(C)C)C)N)C. Drug 2: CS(=O)(=O)CCNCC1=CC=C(O1)C2=CC3=C(C=C2)N=CN=C3NC4=CC(=C(C=C4)OCC5=CC(=CC=C5)F)Cl. Cell line: SF-268. Synergy scores: CSS=18.5, Synergy_ZIP=7.81, Synergy_Bliss=11.6, Synergy_Loewe=-2.02, Synergy_HSA=0.919. (2) Drug 1: COC1=C(C=C2C(=C1)N=CN=C2NC3=CC(=C(C=C3)F)Cl)OCCCN4CCOCC4. Drug 2: CCCCCOC(=O)NC1=NC(=O)N(C=C1F)C2C(C(C(O2)C)O)O. Cell line: HOP-62. Synergy scores: CSS=14.0, Synergy_ZIP=-0.845, Synergy_Bliss=5.06, Synergy_Loewe=-9.86, Synergy_HSA=2.96.